From a dataset of Forward reaction prediction with 1.9M reactions from USPTO patents (1976-2016). Predict the product of the given reaction. (1) Given the reactants C[O:2][C:3](=[O:34])[CH2:4][C:5]1[C:14]([CH3:15])=[C:13]([C:16]2[CH:21]=[CH:20][C:19]([NH:22][S:23]([C:26]3[C:27]([CH3:32])=[CH:28][CH:29]=[CH:30][CH:31]=3)(=[O:25])=[O:24])=[CH:18][CH:17]=2)[C:12]2[C:7](=[CH:8][CH:9]=[C:10]([Cl:33])[CH:11]=2)[CH:6]=1.[OH-].[Na+], predict the reaction product. The product is: [Cl:33][C:10]1[CH:11]=[C:12]2[C:7](=[CH:8][CH:9]=1)[CH:6]=[C:5]([CH2:4][C:3]([OH:34])=[O:2])[C:14]([CH3:15])=[C:13]2[C:16]1[CH:17]=[CH:18][C:19]([NH:22][S:23]([C:26]2[C:27]([CH3:32])=[CH:28][CH:29]=[CH:30][CH:31]=2)(=[O:24])=[O:25])=[CH:20][CH:21]=1. (2) Given the reactants C[O:2][C:3](=[O:31])[C:4]1[CH:9]=[C:8]([C:10](=[O:29])[C:11]2[CH:16]=[CH:15][C:14]([N:17]([C:22]3[CH:27]=[CH:26][C:25]([Cl:28])=[CH:24][CH:23]=3)[CH2:18][CH:19]3[CH2:21][CH2:20]3)=[CH:13][N:12]=2)[CH:7]=[CH:6][C:5]=1F.C(C1C=CC=CC=1)#C.COC(=O)C1C=C(C(=O)C2C=CC(N(C3C=CC(Cl)=CC=3)C)=CN=2)C=CC=1[N:66]1[C:70]([C:71]2[CH:76]=[CH:75][CH:74]=[CH:73][CH:72]=2)=[CH:69][N:68]=[N:67]1.ClC1C=CC(N(C)C2C=CC(C(C3C=CC(N4C(C5C=CC=CC=5)=CN=N4)=C(C=3)C(O)=O)=O)=NC=2)=CC=1, predict the reaction product. The product is: [Cl:28][C:25]1[CH:24]=[CH:23][C:22]([N:17]([CH2:18][CH:19]2[CH2:21][CH2:20]2)[C:14]2[CH:15]=[CH:16][C:11]([C:10]([C:8]3[CH:7]=[CH:6][C:5]([N:66]4[C:70]([C:71]5[CH:76]=[CH:75][CH:74]=[CH:73][CH:72]=5)=[CH:69][N:68]=[N:67]4)=[C:4]([CH:9]=3)[C:3]([OH:2])=[O:31])=[O:29])=[N:12][CH:13]=2)=[CH:27][CH:26]=1. (3) Given the reactants C(=O)(O)[O-].[Na+].[Br:6][C:7]1[CH:14]=[C:13]([CH3:15])[CH:12]=[C:11]([Br:16])[C:8]=1[CH:9]=O.Cl.[CH3:18][O:19][C:20]1[CH:25]=[CH:24][C:23]([NH:26][NH2:27])=[CH:22][CH:21]=1, predict the reaction product. The product is: [CH3:18][O:19][C:20]1[CH:25]=[CH:24][C:23]([NH:26][N:27]=[CH:9][C:8]2[C:7]([Br:6])=[CH:14][C:13]([CH3:15])=[CH:12][C:11]=2[Br:16])=[CH:22][CH:21]=1. (4) Given the reactants [Cl:1][C:2]1[CH:7]=[C:6]([Cl:8])[CH:5]=[CH:4][C:3]=1[C:9]1[C:27](=[O:28])[N:26]([CH3:29])[C:12]2[NH:13][C:14]3[C:19]([C:11]=2[CH:10]=1)=[CH:18][C:17]([C:20]1[CH:24]=[CH:23][N:22]([CH3:25])[N:21]=1)=[CH:16][CH:15]=3.[N:30]#[C:31]Br.C(N(CC)CC)C.O, predict the reaction product. The product is: [Cl:1][C:2]1[CH:7]=[C:6]([Cl:8])[CH:5]=[CH:4][C:3]=1[C:9]1[C:27](=[O:28])[N:26]([CH3:29])[C:12]2[N:13]([C:31]#[N:30])[C:14]3[C:19]([C:11]=2[CH:10]=1)=[CH:18][C:17]([C:20]1[CH:24]=[CH:23][N:22]([CH3:25])[N:21]=1)=[CH:16][CH:15]=3. (5) The product is: [F:18][C:3]1[CH:4]([NH:9][C:10]([C@@H:12]2[CH2:17][C@@H:16]3[C@@H:14]([CH2:15]3)[N:13]2[C:57](=[O:58])[CH2:56][N:41]2[C:42]3[C:47](=[CH:46][C:45]([O:48][CH2:49][C:50]4[N:51]=[CH:52][CH:53]=[CH:54][N:55]=4)=[CH:44][CH:43]=3)[C:39]([C:36](=[O:38])[CH3:37])=[N:40]2)=[O:11])[CH2:5][CH2:6][CH2:7][CH:8]=1. Given the reactants Cl.F[C:3]1([F:18])[CH2:8][CH2:7][CH2:6][CH2:5][CH:4]1[NH:9][C:10]([C@@H:12]1[CH2:17][C@@H:16]2[C@@H:14]([CH2:15]2)[NH:13]1)=[O:11].Cl.FC1C(NC([C@@H]2C[C@@H]3[C@@H](C3)N2)=O)CCCC=1.[C:36]([C:39]1[C:47]2[C:42](=[CH:43][CH:44]=[C:45]([O:48][CH2:49][C:50]3[N:55]=[CH:54][CH:53]=[CH:52][N:51]=3)[CH:46]=2)[N:41]([CH2:56][C:57](O)=[O:58])[N:40]=1)(=[O:38])[CH3:37].CN(C(ON1N=NC2C=CC=CC1=2)=[N+](C)C)C.F[P-](F)(F)(F)(F)F.CCN(C(C)C)C(C)C, predict the reaction product. (6) The product is: [ClH:48].[ClH:48].[F:20][C:17]1[CH:18]=[C:19]2[C:14]([CH:13]=[CH:12][C:11](=[O:21])[N:10]2[CH2:9][CH2:8][N:5]2[CH2:6][CH2:7][CH:2]([NH:1][CH2:31][C:28]3[N:27]=[CH:26][C:25]4[O:24][CH2:23][S:22][C:30]=4[CH:29]=3)[CH2:3][CH2:4]2)=[CH:15][CH:16]=1. Given the reactants [NH2:1][CH:2]1[CH2:7][CH2:6][N:5]([CH2:8][CH2:9][N:10]2[C:19]3[C:14](=[CH:15][CH:16]=[C:17]([F:20])[CH:18]=3)[CH:13]=[CH:12][C:11]2=[O:21])[CH2:4][CH2:3]1.[S:22]1[C:30]2[CH:29]=[C:28]([CH:31]=O)[N:27]=[CH:26][C:25]=2[O:24][CH2:23]1.[BH-](OC(C)=O)(OC(C)=O)OC(C)=O.[Na+].C(Cl)(Cl)[Cl:48], predict the reaction product.